Task: Predict which catalyst facilitates the given reaction.. Dataset: Catalyst prediction with 721,799 reactions and 888 catalyst types from USPTO (1) Reactant: C([O:5][C:6](=O)[CH2:7][C:8]([OH:25])([C:11]1[CH:16]=[C:15]([Si:17]([CH3:20])([CH3:19])[CH3:18])[N:14]=[C:13]([O:21][CH3:22])[C:12]=1[CH2:23][OH:24])[CH2:9][CH3:10])(C)(C)C.C([O-])(O)=O.[Na+]. Product: [CH2:9]([C:8]1([OH:25])[C:11]2[C:12](=[C:13]([O:21][CH3:22])[N:14]=[C:15]([Si:17]([CH3:18])([CH3:19])[CH3:20])[CH:16]=2)[CH2:23][O:24][C:6](=[O:5])[CH2:7]1)[CH3:10]. The catalyst class is: 55. (2) Product: [N+:7]([C:10]1[CH:11]=[C:12]([CH:13]=[CH:14][CH:15]=1)[CH2:16][S:17][CH2:23][C:24]1[CH:25]=[C:26]([NH:30][C:31](=[O:32])[O:33][C:34]([CH3:36])([CH3:35])[CH3:37])[CH:27]=[CH:28][CH:29]=1)([O-:9])=[O:8]. Reactant: C(=O)([O-])[O-].[Cs+].[Cs+].[N+:7]([C:10]1[CH:11]=[C:12]([CH2:16][SH:17])[CH:13]=[CH:14][CH:15]=1)([O-:9])=[O:8].CS(O[CH2:23][C:24]1[CH:29]=[CH:28][CH:27]=[C:26]([NH:30][C:31]([O:33][C:34]([CH3:37])([CH3:36])[CH3:35])=[O:32])[CH:25]=1)(=O)=O. The catalyst class is: 42. (3) Reactant: [Br:1][C:2]1[CH:3]=[C:4]([O:20][CH3:21])[C:5]([Cl:19])=[C:6]([C:8]([C:10]2[CH:15]=[CH:14][C:13]([O:16][CH2:17][CH3:18])=[CH:12][CH:11]=2)=O)[CH:7]=1.C([SiH](CC)CC)C.B(F)(F)F.CCOCC.C([O-])([O-])=O.[K+].[K+]. Product: [Br:1][C:2]1[CH:3]=[C:4]([O:20][CH3:21])[C:5]([Cl:19])=[C:6]([CH2:8][C:10]2[CH:11]=[CH:12][C:13]([O:16][CH2:17][CH3:18])=[CH:14][CH:15]=2)[CH:7]=1. The catalyst class is: 759. (4) Reactant: [Cl:1][C:2]1[CH:3]=[CH:4][C:5]([O:10][C:11]2[CH:16]=[CH:15][C:14]([O:17][CH2:18][CH2:19][OH:20])=[CH:13][CH:12]=2)=[C:6]([CH:9]=1)[CH:7]=[O:8].[C:21]([Si:25]([CH3:28])([CH3:27])Cl)([CH3:24])([CH3:23])[CH3:22].N1C=CN=C1. Product: [C:21]([Si:25]([CH3:28])([CH3:27])[O:20][CH2:19][CH2:18][O:17][C:14]1[CH:15]=[CH:16][C:11]([O:10][C:5]2[CH:4]=[CH:3][C:2]([Cl:1])=[CH:9][C:6]=2[CH:7]=[O:8])=[CH:12][CH:13]=1)([CH3:24])([CH3:23])[CH3:22]. The catalyst class is: 9. (5) Reactant: [NH2:1][CH2:2][C:3]1[CH:4]=[C:5]([CH:15]=[C:16]([O:18][C:19]2[CH:24]=[CH:23][C:22]([F:25])=[CH:21][CH:20]=2)[CH:17]=1)[CH2:6][NH:7][C:8](=[O:14])[O:9][C:10]([CH3:13])([CH3:12])[CH3:11].[F:26][C:27]1[CH:34]=[CH:33][C:30]([CH:31]=O)=[CH:29][CH:28]=1.[Na]. Product: [F:26][C:27]1[CH:34]=[CH:33][C:30]([CH2:31][NH:1][CH2:2][C:3]2[CH:4]=[C:5]([CH:15]=[C:16]([O:18][C:19]3[CH:24]=[CH:23][C:22]([F:25])=[CH:21][CH:20]=3)[CH:17]=2)[CH2:6][NH:7][C:8](=[O:14])[O:9][C:10]([CH3:13])([CH3:12])[CH3:11])=[CH:29][CH:28]=1. The catalyst class is: 812.